Dataset: Catalyst prediction with 721,799 reactions and 888 catalyst types from USPTO. Task: Predict which catalyst facilitates the given reaction. (1) Reactant: [CH2:1]([O:8][C:9](=[O:52])[NH:10][CH:11]([CH2:40][C:41]1[CH:46]=[CH:45][C:44]([O:47][C:48]([CH3:51])([CH3:50])[CH3:49])=[CH:43][CH:42]=1)[CH:12]([OH:39])[CH:13]([OH:38])[CH:14]([NH:27][C:28]([O:30][CH2:31][C:32]1[CH:37]=[CH:36][CH:35]=[CH:34][CH:33]=1)=[O:29])[CH2:15][C:16]1[CH:21]=[CH:20][C:19]([O:22][C:23]([CH3:26])([CH3:25])[CH3:24])=[CH:18][CH:17]=1)[C:2]1[CH:7]=[CH:6][CH:5]=[CH:4][CH:3]=1.CO[C:55](OC)([CH3:57])[CH3:56].C1(C)C=CC(S([O-])(=O)=O)=CC=1.[NH+]1C=CC=CC=1. Product: [CH2:1]([O:8][C:9](=[O:52])[NH:10][CH:11]([CH:12]1[CH:13]([CH:14]([NH:27][C:28]([O:30][CH2:31][C:32]2[CH:37]=[CH:36][CH:35]=[CH:34][CH:33]=2)=[O:29])[CH2:15][C:16]2[CH:21]=[CH:20][C:19]([O:22][C:23]([CH3:26])([CH3:25])[CH3:24])=[CH:18][CH:17]=2)[O:38][C:55]([CH3:57])([CH3:56])[O:39]1)[CH2:40][C:41]1[CH:46]=[CH:45][C:44]([O:47][C:48]([CH3:51])([CH3:50])[CH3:49])=[CH:43][CH:42]=1)[C:2]1[CH:7]=[CH:6][CH:5]=[CH:4][CH:3]=1. The catalyst class is: 21. (2) Reactant: [OH2:1].ON1[C:7]2[CH:8]=[CH:9][CH:10]=[CH:11][C:6]=2N=N1.CN1C[CH2:17][O:16]CC1.Cl.CN(C)[CH2:22][CH2:23][CH2:24]N=C=NCC.[CH2:31]([N:33]([CH2:37][CH3:38])[CH2:34][CH2:35][NH2:36])[CH3:32]. Product: [CH2:31]([N:33]([CH2:37][CH3:38])[CH2:34][CH2:35][NH:36][C:17]([C:9]1[CH:8]=[C:7]2[C:6](=[CH:11][CH:10]=1)[CH2:24][CH2:23][C:22]2=[O:1])=[O:16])[CH3:32]. The catalyst class is: 9. (3) Reactant: [F:1][C:2]([F:7])([F:6])[C:3]([OH:5])=[O:4].[Cl:8][C:9]1[C:10]2[C:17]([I:18])=[CH:16][N:15]([CH:19]3[CH2:24][CH2:23][N:22](C(OC(C)(C)C)=O)[CH2:21][CH2:20]3)[C:11]=2[N:12]=[CH:13][N:14]=1. Product: [F:1][C:2]([F:7])([F:6])[C:3]([OH:5])=[O:4].[Cl:8][C:9]1[C:10]2[C:17]([I:18])=[CH:16][N:15]([CH:19]3[CH2:24][CH2:23][NH:22][CH2:21][CH2:20]3)[C:11]=2[N:12]=[CH:13][N:14]=1. The catalyst class is: 4. (4) The catalyst class is: 1. Reactant: [C:1]([O:5][C:6]([N:8]([C:34]1[CH:43]=[CH:42][C:37]2[N:38]=[C:39]([CH3:41])[S:40][C:36]=2[CH:35]=1)[C:9]1[N:20]2[C:16](=[CH:17][CH:18]=[N:19]2)[N:15]=[C:14]2[C:10]=1[CH2:11][CH2:12][N:13]2[C@H:21]1[CH2:26][CH2:25][CH2:24][N:23]([C:27]([O:29][C:30]([CH3:33])([CH3:32])[CH3:31])=[O:28])[CH2:22]1)=[O:7])([CH3:4])([CH3:3])[CH3:2].[I:44]N1C(=O)CCC1=O. Product: [I:44][C:17]1[CH:18]=[N:19][N:20]2[C:16]=1[N:15]=[C:14]1[C:10]([CH2:11][CH2:12][N:13]1[C@H:21]1[CH2:26][CH2:25][CH2:24][N:23]([C:27]([O:29][C:30]([CH3:33])([CH3:32])[CH3:31])=[O:28])[CH2:22]1)=[C:9]2[N:8]([C:6]([O:5][C:1]([CH3:2])([CH3:3])[CH3:4])=[O:7])[C:34]1[CH:43]=[CH:42][C:37]2[N:38]=[C:39]([CH3:41])[S:40][C:36]=2[CH:35]=1. (5) Reactant: CCN(C(C)C)C(C)C.[CH3:10][O:11][C:12]1[CH:17]=[C:16]([CH3:18])[C:15]([S:19]([N:22]2[CH2:27][CH2:26][CH2:25][CH2:24][C@H:23]2[CH2:28][O:29][CH2:30][C:31]([OH:33])=O)(=[O:21])=[O:20])=[C:14]([CH3:34])[CH:13]=1.C1C=CC2N(O)N=NC=2C=1.CCN=C=NCCCN(C)C.Cl.Cl.[N:58]1[CH:63]=[CH:62][CH:61]=[C:60]([C:64]2([O:71][CH2:72][CH2:73][N:74]3[CH2:78][CH2:77][CH2:76][CH2:75]3)[CH2:70][CH2:69][CH2:68][NH:67][CH2:66][CH2:65]2)[CH:59]=1. Product: [CH3:10][O:11][C:12]1[CH:17]=[C:16]([CH3:18])[C:15]([S:19]([N:22]2[CH2:27][CH2:26][CH2:25][CH2:24][C@H:23]2[CH2:28][O:29][CH2:30][C:31]([N:67]2[CH2:68][CH2:69][CH2:70][C:64]([C:60]3[CH:59]=[N:58][CH:63]=[CH:62][CH:61]=3)([O:71][CH2:72][CH2:73][N:74]3[CH2:78][CH2:77][CH2:76][CH2:75]3)[CH2:65][CH2:66]2)=[O:33])(=[O:21])=[O:20])=[C:14]([CH3:34])[CH:13]=1. The catalyst class is: 2. (6) Reactant: [CH2:1]([CH:3]([O:6][C:7]1[CH:16]=[CH:15][C:14]([N+:17]([O-])=O)=[CH:13][C:8]=1[C:9]([O:11][CH3:12])=[O:10])[CH2:4][CH3:5])[CH3:2]. Product: [NH2:17][C:14]1[CH:15]=[CH:16][C:7]([O:6][CH:3]([CH2:4][CH3:5])[CH2:1][CH3:2])=[C:8]([CH:13]=1)[C:9]([O:11][CH3:12])=[O:10]. The catalyst class is: 29. (7) Reactant: [CH:1]1([CH2:4][O:5][C:6]2[CH:7]=[C:8]([C@H:13]([N:15]([CH2:25][O:26][CH3:27])[S:16]([CH2:19][CH2:20]/[CH:21]=[CH:22]/[CH2:23][OH:24])(=[O:18])=[O:17])[CH3:14])[CH:9]=[CH:10][C:11]=2[F:12])[CH2:3][CH2:2]1. Product: [CH:1]1([CH2:4][O:5][C:6]2[CH:7]=[C:8]([C@H:13]([N:15]([CH2:25][O:26][CH3:27])[S:16]([CH2:19][CH2:20][CH2:21][CH2:22][CH2:23][OH:24])(=[O:18])=[O:17])[CH3:14])[CH:9]=[CH:10][C:11]=2[F:12])[CH2:3][CH2:2]1. The catalyst class is: 586.